Dataset: B-cell epitopes from IEDB database with 3,159 antigens for binding position prediction. Task: Token-level Classification. Given an antigen amino acid sequence, predict which amino acid positions are active epitope sites capable of antibody binding. Output is a list of indices for active positions. (1) Given the antigen sequence: MFPYQSPMFPMQPAPFRNPYAPPRRPWFPRTDPFLAMQVQELARSMASLTFKQRRDTPPEGPPAKKKRKEPQQQVAQAQVKKKNGKPKKKKSNGAPPPKNQNSTKKKTNKKPGKRQRMVMKLESDKTFPILLDGKINGYACVVGGKLFRPMHVEGKIDNETLASLKTKKASKYDLEYADVPQSMRADTFKYTHDKPQGYYNWHHGAVQYENGRFTVPKGVGAKGDSGRPILDNQGRVVAIVLGGVNEGSRTALSVVMWNEKGVTVKYTPENCEQWSLVTTMCLLANVTFPCSTPPICYDRAPAETLMMLSKNIDNPGYDELLEAVLKCPGRQKRSTEELFKEYKLTRPYMAKCVRCAVGSCHSPIAIEAVRSDGHDGYIRIQTSSQYGLDPSGNVKSRVMRYNMYGKIVEVPLHQVSLHTSRPCHIIDGHGYFLLARCPEGDSITMEFKKDSVTHSCSVPYEVKFTPVGRELYSHPPEHGTEHPCRVYVHDAQKKDAYVE..., which amino acid positions are active epitope sites? The epitope positions are: [546, 547, 548, 549, 550, 551, 552, 553, 554, 555, 556, 557, 558, 559, 560, 561]. The amino acids at these positions are: AKSYSQCTKTSQCRAY. (2) Given the antigen sequence: MTTCRLLCALLALALCCCLTACTTANGGSTSSTPPSGTENKPATGEAPSQPGASSGEAEASSNKNDGSLSSSAWVSAPLALAASAPAYTTLG, which amino acid positions are active epitope sites? The epitope positions are: [35, 36, 37, 38, 39, 40, 41, 42, 43, 44]. The amino acids at these positions are: SGTENKPATG. (3) Given the antigen sequence: MATPSMMPQWAYMHIAGQDASEYLSPGLVQFARATDTYFSMGNKFRNPTVAPTHDVTTDRSQRLMLRFVPVDREDNTYSYKVRYTLAVGDNRVLDMASTFFDIRGVLDRGPSFKPYSGTAYNSLAPKGAPNTSQWIVTTNRDNAVTTTTNTFGIASMKGDNITKEGLQIGKDITTTEGEEKPIYADKTYQPEPQVGEESWTDTDGTNEKFGGRALKPATNMKPCYGSFARPTNIKGGQAKNRKVKPTTEGGVETEEPDIDMEFFDGRDAVAGALAPEIVLYTENVNLETPDSHVVYKPGTSDNSHANLGQQAMPNRPNYIGFRDNFVGLMYYNSTGNMGVLAGQASQLNAVVDLQDRNTELSYQLLLDSLGDRTRYFSMWNQAVDSYDPDVRIIENHGIEDELPNYCFPLDGIGPGHRYQGIKVKTDDANGWEKDANVDTANEIAIGNNLAMEINIQANLWRSFLYSNVALYLPDVYKYTPPNITLPTNTNTYEYMNGRV..., which amino acid positions are active epitope sites? The epitope positions are: [413, 414, 415, 416, 417, 418, 419, 420, 421, 422]. The amino acids at these positions are: GPGHRYQGIK. (4) Given the antigen sequence: MAHGGIHLRQKRNFCPVTVSTVAVVFVVFMGVLVNSLGGVAVAADSGGVKQTPSETGSSGGQQEAVGTTEDYVNSSAMGGGQGDSLAEDDTTSEAAEGDVDPFPVLANEGKSEARGPSLEERIEEQGTRRRYSSVQEPQAKVPSKRTQKRHRLIGAVVLAVSVAMLTAFFLRRTGRRSPQEPSGDGGGNDASNNAGNGGNEGRGYGGRGEGGAEDDRRPLHPERVNVFDY, which amino acid positions are active epitope sites? The epitope positions are: [206, 207, 208, 209, 210, 211, 212, 213, 214, 215, 216, 217, 218]. The amino acids at these positions are: GRGEGGAEDDRRP. (5) Given the antigen sequence: MANSCTFLHIFLRCSFLYSFCCAVVANSNATFCFWFPLVRGNFSFELMVNYTVCPLCPTRQAAAEILEPGKSFWCRIGHDRCSENDHDELGFMVPPGLSSEGHLTSVYAWLAFLSFSYTAQFHPEIFGIGNVSQVYVDIKHQFICAVHDGDNATLPRHDNISAVFQTYYQHQVDGGNWFHLEWLRPFFSSWLVLNVSWFLRRSPASHVSVRVFRTSKPTPPQHQTSLSSRTSAALGMATRPLRRFAKFLSAARR, which amino acid positions are active epitope sites? The epitope positions are: [58, 59, 60, 61, 62, 63, 64, 65, 66, 67]. The amino acids at these positions are: TRQAAAEILE. (6) Given the antigen sequence: MKIKTLAIVVLSALSLSSAAALADTTTVNGGTVHFKGEVVNAACAVDAGSVDQTVQLGQVRTASLKQAGATSSAVGFNIQLNDCDTTVATKAAVAFLGTAIDATHTDVLALQSSAAGSATNVGVQILDRTGAALALDGATFSSETTLNNGTNTIPFQARYFATGAATPGATXADANFKVXYQ, which amino acid positions are active epitope sites? The epitope positions are: [45, 46, 47, 48, 49, 50, 51, 52, 53, 54, 55, 56, 57]. The amino acids at these positions are: VDAGSVDQTVQLG.